The task is: Predict the product of the given reaction.. This data is from Forward reaction prediction with 1.9M reactions from USPTO patents (1976-2016). The product is: [CH2:38]([C:17]1([S:19]([C:22]2[CH:27]=[CH:26][CH:25]=[CH:24][CH:23]=2)(=[O:21])=[O:20])[C:16]2[CH:28]=[C:29]([C:32]([O:34][CH3:35])=[O:33])[CH:30]=[CH:31][C:15]=2[O:14][CH2:13][C:12](=[CH2:11])[CH2:18]1)[CH:37]=[CH2:36]. Given the reactants C[Si]([N-][Si](C)(C)C)(C)C.[Li+].[CH2:11]=[C:12]1[CH2:18][CH:17]([S:19]([C:22]2[CH:27]=[CH:26][CH:25]=[CH:24][CH:23]=2)(=[O:21])=[O:20])[C:16]2[CH:28]=[C:29]([C:32]([O:34][CH3:35])=[O:33])[CH:30]=[CH:31][C:15]=2[O:14][CH2:13]1.[CH2:36](Br)[CH:37]=[CH2:38].Cl, predict the reaction product.